This data is from Forward reaction prediction with 1.9M reactions from USPTO patents (1976-2016). The task is: Predict the product of the given reaction. (1) Given the reactants [NH2:1][C:2]1[CH:3]=[C:4]([CH:10]=[CH:11][C:12]=1[NH:13][CH3:14])[C:5]([O:7][CH2:8][CH3:9])=[O:6].O.N.[CH:17](O)=O, predict the reaction product. The product is: [CH3:14][N:13]1[C:12]2[CH:11]=[CH:10][C:4]([C:5]([O:7][CH2:8][CH3:9])=[O:6])=[CH:3][C:2]=2[N:1]=[CH:17]1. (2) Given the reactants Br[C:2]1[N:3]=[CH:4][C:5]([NH2:9])=[N:6][C:7]=1[Cl:8].[C-:10]#[N:11].[K+], predict the reaction product. The product is: [NH2:9][C:5]1[N:6]=[C:7]([Cl:8])[C:2]([C:10]#[N:11])=[N:3][CH:4]=1. (3) The product is: [C:1]([O:5][C:6]([N:8]1[CH2:12][CH2:11][C@@H:10]([NH:13][C:26]([C:18]2[CH:17]=[CH:16][N:15]=[CH:20][CH:19]=2)=[O:27])[CH2:9]1)=[O:7])([CH3:4])([CH3:2])[CH3:3]. Given the reactants [C:1]([O:5][C:6]([N:8]1[CH2:12][CH2:11][C@@H:10]([NH2:13])[CH2:9]1)=[O:7])([CH3:4])([CH3:3])[CH3:2].Cl.[N:15]1[CH:20]=[CH:19][CH:18]=[C:17](C(Cl)=O)[CH:16]=1.C1C[O:27][CH2:26]C1, predict the reaction product. (4) Given the reactants [CH:1]1([C:7]([C:10]2[CH:15]=[C:14]([O:16]C)[CH:13]=[C:12]([O:18]C)[CH:11]=2)([CH3:9])[CH3:8])[CH2:6][CH2:5][CH2:4][CH2:3][CH2:2]1.C(C1(C2C=C(O)C=C(O)C=2)SCCS1)CCC, predict the reaction product. The product is: [CH:1]1([C:7]([C:10]2[CH:15]=[C:14]([OH:16])[CH:13]=[C:12]([OH:18])[CH:11]=2)([CH3:9])[CH3:8])[CH2:6][CH2:5][CH2:4][CH2:3][CH2:2]1. (5) Given the reactants C(C1C=CC(C#N)=CC=1)(=O)C.NCC(OC(C)(C)C)=O.CC(O)=O.[C:25]([C:27]1[CH:32]=[CH:31][C:30]([C:33](=[N:35][CH2:36][C:37]([O:39][C:40]([CH3:43])([CH3:42])[CH3:41])=[O:38])[CH3:34])=[CH:29][CH:28]=1)#[N:26].[BH4-].[Na+], predict the reaction product. The product is: [C:25]([C:27]1[CH:28]=[CH:29][C:30]([CH:33]([NH:35][CH2:36][C:37]([O:39][C:40]([CH3:41])([CH3:43])[CH3:42])=[O:38])[CH3:34])=[CH:31][CH:32]=1)#[N:26].